From a dataset of Full USPTO retrosynthesis dataset with 1.9M reactions from patents (1976-2016). Predict the reactants needed to synthesize the given product. (1) Given the product [CH3:15][CH2:1][CH2:2][CH2:3][NH:4][C:5]([CH2:8][C:9]1[CH:10]=[CH:11][CH:12]=[CH:13][CH:14]=1)([CH3:7])[CH3:6], predict the reactants needed to synthesize it. The reactants are: [CH3:1][CH2:2][CH2:3][NH:4][C:5]([CH2:8][CH:9]1[CH2:14][CH2:13][CH2:12][CH2:11][CH2:10]1)([CH3:7])[CH3:6].[CH3:15]CN(CC)CC.S(OS(C(F)(F)F)(=O)=O)(C(F)(F)F)(=O)=O.O. (2) Given the product [CH2:18]([CH:16]([N:1]1[CH2:8][CH2:7][CH2:6][C@H:2]1[CH2:3][NH2:5])[CH2:9][C:10]1[CH:15]=[CH:14][CH:13]=[CH:12][CH:11]=1)[C:19]1[CH:24]=[CH:23][CH:22]=[CH:21][CH:20]=1, predict the reactants needed to synthesize it. The reactants are: [NH:1]1[CH2:8][CH2:7][CH2:6][C@H:2]1[C:3]([NH2:5])=O.[CH2:9]([C:16]([CH2:18][C:19]1[CH:24]=[CH:23][CH:22]=[CH:21][CH:20]=1)=O)[C:10]1[CH:15]=[CH:14][CH:13]=[CH:12][CH:11]=1.[H-].[H-].[H-].[H-].[Li+].[Al+3].C([O-])(O)=O.[Na+]. (3) Given the product [F:28][C:26]([F:27])([F:29])[C:23]1[CH:24]=[CH:25][C:20]([N:17]2[CH2:16][CH2:15][N:14]([S:11]([C:9]3[CH:8]=[CH:7][C:6]([OH:30])=[C:5]([CH2:4][C:3]([OH:31])=[O:2])[CH:10]=3)(=[O:13])=[O:12])[CH2:19][CH2:18]2)=[N:21][CH:22]=1, predict the reactants needed to synthesize it. The reactants are: C[O:2][C:3](=[O:31])[CH2:4][C:5]1[CH:10]=[C:9]([S:11]([N:14]2[CH2:19][CH2:18][N:17]([C:20]3[CH:25]=[CH:24][C:23]([C:26]([F:29])([F:28])[F:27])=[CH:22][N:21]=3)[CH2:16][CH2:15]2)(=[O:13])=[O:12])[CH:8]=[CH:7][C:6]=1[OH:30].[Li+].[OH-]. (4) The reactants are: [C:1]([O:5][C:6](=[O:15])[NH:7][CH2:8][CH:9]1[CH2:14][CH2:13][NH:12][CH2:11][CH2:10]1)([CH3:4])([CH3:3])[CH3:2].[CH:16]([C:18]1([C:22]([O:24][CH3:25])=[O:23])[CH2:21][CH2:20][CH2:19]1)=O.C(O)(=O)C.C(O[BH-](OC(=O)C)OC(=O)C)(=O)C.[Na+].C([O-])(O)=O.[Na+]. Given the product [C:1]([O:5][C:6]([NH:7][CH2:8][CH:9]1[CH2:10][CH2:11][N:12]([CH2:16][C:18]2([C:22]([O:24][CH3:25])=[O:23])[CH2:21][CH2:20][CH2:19]2)[CH2:13][CH2:14]1)=[O:15])([CH3:4])([CH3:2])[CH3:3], predict the reactants needed to synthesize it.